From a dataset of Forward reaction prediction with 1.9M reactions from USPTO patents (1976-2016). Predict the product of the given reaction. Given the reactants [Br:1][C:2]1[CH:3]=[C:4]([N+:9]([O-])=O)[CH:5]=[CH:6][C:7]=1F.[F:12][C:13]([F:17])([F:16])[CH2:14][OH:15].C(=O)([O-])[O-].[K+].[K+], predict the reaction product. The product is: [Br:1][C:2]1[CH:3]=[C:4]([NH2:9])[CH:5]=[CH:6][C:7]=1[O:15][CH2:14][C:13]([F:17])([F:16])[F:12].